The task is: Predict the reactants needed to synthesize the given product.. This data is from Full USPTO retrosynthesis dataset with 1.9M reactions from patents (1976-2016). Given the product [O:16]=[C:9]([NH:8][C:5]1[CH:4]=[CH:3][C:2]([C:25]#[C:24][Si:26]([CH3:29])([CH3:28])[CH3:27])=[CH:7][N:6]=1)[CH2:10][CH2:11][C:12]([O:14][CH3:15])=[O:13], predict the reactants needed to synthesize it. The reactants are: Br[C:2]1[CH:3]=[CH:4][C:5]([NH:8][C:9](=[O:16])[CH2:10][CH2:11][C:12]([O:14][CH3:15])=[O:13])=[N:6][CH:7]=1.C(N(CC)CC)C.[C:24]([Si:26]([CH3:29])([CH3:28])[CH3:27])#[CH:25].